From a dataset of Catalyst prediction with 721,799 reactions and 888 catalyst types from USPTO. Predict which catalyst facilitates the given reaction. (1) Reactant: [Cl:1][C:2]1[C:7]([S:8](Cl)(=[O:10])=[O:9])=[CH:6][CH:5]=[CH:4][N:3]=1.[CH3:12][O:13][C:14]1[CH:15]=[C:16]([NH2:21])[CH:17]=[N:18][C:19]=1[CH3:20].N1C=CC=CC=1. Product: [Cl:1][C:2]1[C:7]([S:8]([NH:21][C:16]2[CH:17]=[N:18][C:19]([CH3:20])=[C:14]([O:13][CH3:12])[CH:15]=2)(=[O:10])=[O:9])=[CH:6][CH:5]=[CH:4][N:3]=1. The catalyst class is: 2. (2) Reactant: [C:1]([C:3]1[CH:4]=[CH:5][C:6]2[N:10]=[C:9]([CH2:11][NH:12][C:13]3[CH:18]=[CH:17][CH:16]=[CH:15][C:14]=3/[CH:19]=[CH:20]/[C:21]([O:23]C)=[O:22])[NH:8][C:7]=2[CH:25]=1)#[N:2].[Li+].[OH-].Cl. Product: [C:1]([C:3]1[CH:4]=[CH:5][C:6]2[N:10]=[C:9]([CH2:11][NH:12][C:13]3[CH:18]=[CH:17][CH:16]=[CH:15][C:14]=3/[CH:19]=[CH:20]/[C:21]([OH:23])=[O:22])[NH:8][C:7]=2[CH:25]=1)#[N:2]. The catalyst class is: 7. (3) Reactant: C(OC([NH:8][C@H:9]1[CH2:15][CH2:14][CH2:13][CH2:12][N:11]([CH2:16][CH2:17][C:18]([O:20][CH3:21])=[O:19])[C:10]1=[O:22])=O)(C)(C)C.Cl. Product: [NH2:8][C@H:9]1[CH2:15][CH2:14][CH2:13][CH2:12][N:11]([CH2:16][CH2:17][C:18]([O:20][CH3:21])=[O:19])[C:10]1=[O:22]. The catalyst class is: 12.